Dataset: Full USPTO retrosynthesis dataset with 1.9M reactions from patents (1976-2016). Task: Predict the reactants needed to synthesize the given product. (1) Given the product [C:1]([C:3]1([OH:9])[CH2:8][CH2:7][CH2:6][CH2:5][CH2:4]1)(=[O:11])[CH3:2], predict the reactants needed to synthesize it. The reactants are: [C:1]([C:3]1([OH:9])[CH2:8][CH2:7][CH2:6][CH2:5][CH2:4]1)#[CH:2].C[OH:11]. (2) Given the product [NH2:22][C:13]1[C:14]([F:21])=[C:15]([F:20])[C:16]([O:18][CH3:19])=[C:17]2[C:12]=1[C:11](=[O:25])[C:10]([C:26]([O:28][CH2:29][CH3:30])=[O:27])=[CH:9][N:8]2[CH2:1][C:2]1[CH:7]=[CH:6][CH:5]=[CH:4][CH:3]=1, predict the reactants needed to synthesize it. The reactants are: [CH2:1]([N:8]1[C:17]2[C:12](=[C:13]([N+:22]([O-])=O)[C:14]([F:21])=[C:15]([F:20])[C:16]=2[O:18][CH3:19])[C:11](=[O:25])[C:10]([C:26]([O:28][CH2:29][CH3:30])=[O:27])=[CH:9]1)[C:2]1[CH:7]=[CH:6][CH:5]=[CH:4][CH:3]=1. (3) Given the product [OH:10][C:8]([C:5]1[N:6]=[CH:7][C:2]([C:34]([O:78][CH3:77])=[O:37])=[CH:3][CH:4]=1)([C:11]1[S:12][C:13]([C:16]2[CH:21]=[C:20]([NH:22][C:23]3[N:69]=[C:27]([C:29]([F:32])([F:31])[F:30])[CH:26]=[CH:25][N:24]=3)[CH:19]=[C:18]([CH3:33])[CH:17]=2)=[CH:14][N:15]=1)[CH3:9], predict the reactants needed to synthesize it. The reactants are: Br[C:2]1[CH:3]=[CH:4][C:5]([C:8]([C:11]2[S:12][C:13]([C:16]3[CH:21]=[C:20]([NH:22][C:23]4C=[C:27]([C:29]([F:32])([F:31])[F:30])[CH:26]=[CH:25][N:24]=4)[CH:19]=[C:18]([CH3:33])[CH:17]=3)=[CH:14][N:15]=2)([OH:10])[CH3:9])=[N:6][CH:7]=1.[C:34]([O-:37])(=O)C.C1(P(C2C=CC=CC=2)CCCP(C2C=CC=CC=2)C2C=CC=CC=2)C=CC=CC=1.C([N:69](CC)CC)C.CN([CH:77]=[O:78])C. (4) Given the product [F:21][C:22]1[CH:23]=[C:24]([NH:25][C:2]2[N:3]=[C:4]([NH:11][C:12]3[CH:13]=[C:14]([CH2:18][C:19]#[N:20])[CH:15]=[CH:16][CH:17]=3)[C:5]3[CH:10]=[CH:9][NH:8][C:6]=3[N:7]=2)[CH:26]=[CH:27][C:28]=1[N:29]1[CH2:30][CH2:31][N:32]([CH3:35])[CH2:33][CH2:34]1, predict the reactants needed to synthesize it. The reactants are: Cl[C:2]1[N:3]=[C:4]([NH:11][C:12]2[CH:13]=[C:14]([CH2:18][C:19]#[N:20])[CH:15]=[CH:16][CH:17]=2)[C:5]2[CH:10]=[CH:9][NH:8][C:6]=2[N:7]=1.[F:21][C:22]1[CH:23]=[C:24]([CH:26]=[CH:27][C:28]=1[N:29]1[CH2:34][CH2:33][N:32]([CH3:35])[CH2:31][CH2:30]1)[NH2:25].Cl.C([O-])([O-])=O.[Na+].[Na+].